Dataset: Catalyst prediction with 721,799 reactions and 888 catalyst types from USPTO. Task: Predict which catalyst facilitates the given reaction. (1) Reactant: [Br:1][C:2]1[CH:7]=[CH:6][C:5]([C:8]2[CH:13]=[CH:12][C:11]([OH:14])=[CH:10][CH:9]=2)=[CH:4][CH:3]=1.Br[CH2:16][CH2:17][CH2:18][C:19]([O:21][CH2:22][CH3:23])=[O:20].C([O-])([O-])=O.[K+].[K+].Cl. Product: [CH2:22]([O:21][C:19](=[O:20])[CH2:18][CH2:17][CH2:16][O:14][C:11]1[CH:12]=[CH:13][C:8]([C:5]2[CH:4]=[CH:3][C:2]([Br:1])=[CH:7][CH:6]=2)=[CH:9][CH:10]=1)[CH3:23]. The catalyst class is: 578. (2) Reactant: [Si:1]([O:8][CH2:9][CH:10]1[CH2:15][CH2:14][C:13]([C:17]2[C:25]3[C:20](=[CH:21][CH:22]=[CH:23][C:24]=3[F:26])[NH:19][N:18]=2)([CH3:16])[CH2:12][CH2:11]1)([C:4]([CH3:7])([CH3:6])[CH3:5])([CH3:3])[CH3:2].[H-].[Na+].[Cl:29][C:30]1[CH:38]=[CH:37][CH:36]=[C:35]([C:39]([F:42])([F:41])[F:40])[C:31]=1[C:32](Cl)=[O:33].O. Product: [Si:1]([O:8][CH2:9][CH:10]1[CH2:11][CH2:12][C:13]([C:17]2[C:25]3[C:20](=[CH:21][CH:22]=[CH:23][C:24]=3[F:26])[N:19]([C:32]([C:31]3[C:35]([C:39]([F:40])([F:41])[F:42])=[CH:36][CH:37]=[CH:38][C:30]=3[Cl:29])=[O:33])[N:18]=2)([CH3:16])[CH2:14][CH2:15]1)([C:4]([CH3:5])([CH3:6])[CH3:7])([CH3:3])[CH3:2]. The catalyst class is: 1. (3) Reactant: [OH:1][CH:2]([CH:16]=[CH2:17])[CH2:3][CH2:4][C:5]1[C:10]([C:11]#[N:12])=[C:9]([O:13][CH3:14])[N:8]=[C:7]([CH3:15])[CH:6]=1.[H-].[H-].[H-].[H-].[Li+].[Al+3]. Product: [NH2:12][CH2:11][C:10]1[C:9]([O:13][CH3:14])=[N:8][C:7]([CH3:15])=[CH:6][C:5]=1[CH2:4][CH2:3][CH:2]([OH:1])[CH:16]=[CH2:17]. The catalyst class is: 28. (4) Reactant: C([N:5]([C:13]1[C:17]([CH2:18][C:19]2[CH:23]=[CH:22][S:21][CH:20]=2)=[CH:16][NH:15][C:14]=1[C:24]([O:26]C)=O)[C:6]([NH:8]C(OC)=O)=[NH:7])(OC)=O.C[O-].[Na+]. Product: [NH2:7][C:6]1[NH:8][C:24](=[O:26])[C:14]2[NH:15][CH:16]=[C:17]([CH2:18][C:19]3[CH:23]=[CH:22][S:21][CH:20]=3)[C:13]=2[N:5]=1. The catalyst class is: 5. (5) Reactant: [H-].[Na+].[Cl:3][C:4]1[C:5]2[CH:12]=[CH:11][NH:10][C:6]=2[N:7]=[CH:8][N:9]=1.[H][H].[C:15]1([S:21](Cl)(=[O:23])=[O:22])[CH:20]=[CH:19][CH:18]=[CH:17][CH:16]=1. Product: [C:15]1([S:21]([N:10]2[C:6]3[N:7]=[CH:8][N:9]=[C:4]([Cl:3])[C:5]=3[CH:12]=[CH:11]2)(=[O:23])=[O:22])[CH:20]=[CH:19][CH:18]=[CH:17][CH:16]=1. The catalyst class is: 35. (6) Reactant: FC(F)(F)C(O)=O.[Cl:8][C:9]1[CH:14]=[CH:13][C:12]([CH2:15][NH:16][C:17]([C:19]2[N:20]=[C:21]([N:24](C(OC(C)(C)C)=O)C(OC(C)(C)C)=O)[NH:22][CH:23]=2)=[O:18])=[C:11]([F:39])[C:10]=1[O:40][C:41]1[CH:46]=[C:45]([C:47]#[N:48])[CH:44]=[C:43]([Cl:49])[CH:42]=1. Product: [NH2:24][C:21]1[NH:22][CH:23]=[C:19]([C:17]([NH:16][CH2:15][C:12]2[CH:13]=[CH:14][C:9]([Cl:8])=[C:10]([O:40][C:41]3[CH:46]=[C:45]([C:47]#[N:48])[CH:44]=[C:43]([Cl:49])[CH:42]=3)[C:11]=2[F:39])=[O:18])[N:20]=1. The catalyst class is: 4. (7) Reactant: [CH:1]1([CH2:4][C:5](=O)[CH2:6][C:7]#[N:8])[CH2:3][CH2:2]1.O.[NH2:11][NH2:12]. Product: [CH:1]1([CH2:4][C:5]2[CH:6]=[C:7]([NH2:8])[NH:11][N:12]=2)[CH2:3][CH2:2]1. The catalyst class is: 14.